From a dataset of Forward reaction prediction with 1.9M reactions from USPTO patents (1976-2016). Predict the product of the given reaction. The product is: [C:13]([C:17]1[CH:18]=[CH:19][C:20]([NH:21][C:2]2[C:11]3[C:6](=[CH:7][C:8]([F:12])=[CH:9][CH:10]=3)[CH:5]=[CH:4][N:3]=2)=[CH:22][CH:23]=1)([CH3:16])([CH3:14])[CH3:15]. Given the reactants Cl[C:2]1[C:11]2[C:6](=[CH:7][C:8]([F:12])=[CH:9][CH:10]=2)[CH:5]=[CH:4][N:3]=1.[C:13]([C:17]1[CH:23]=[CH:22][C:20]([NH2:21])=[CH:19][CH:18]=1)([CH3:16])([CH3:15])[CH3:14], predict the reaction product.